Dataset: Peptide-MHC class I binding affinity with 185,985 pairs from IEDB/IMGT. Task: Regression. Given a peptide amino acid sequence and an MHC pseudo amino acid sequence, predict their binding affinity value. This is MHC class I binding data. (1) The peptide sequence is NPDVTLVQY. The MHC is HLA-B35:01 with pseudo-sequence HLA-B35:01. The binding affinity (normalized) is 0.789. (2) The peptide sequence is GEYKSYCKL. The MHC is HLA-A02:02 with pseudo-sequence HLA-A02:02. The binding affinity (normalized) is 0. (3) The peptide sequence is IFGSAYTALF. The MHC is HLA-A23:01 with pseudo-sequence HLA-A23:01. The binding affinity (normalized) is 0.617. (4) The peptide sequence is RENGGYWLL. The MHC is HLA-A26:01 with pseudo-sequence HLA-A26:01. The binding affinity (normalized) is 0.0847. (5) The peptide sequence is VVSEIDLQW. The MHC is HLA-A02:16 with pseudo-sequence HLA-A02:16. The binding affinity (normalized) is 0.0847. (6) The MHC is HLA-A02:03 with pseudo-sequence HLA-A02:03. The binding affinity (normalized) is 0.801. The peptide sequence is GLTEVFGST.